From a dataset of Catalyst prediction with 721,799 reactions and 888 catalyst types from USPTO. Predict which catalyst facilitates the given reaction. Reactant: N12CCN(CC1)CC2.[CH3:9][N:10]([CH3:15])[S:11](Cl)(=[O:13])=[O:12].[NH:16]1[CH:20]=[CH:19][CH:18]=[N:17]1. Product: [CH3:9][N:10]([CH3:15])[S:11]([N:16]1[CH:20]=[CH:19][CH:18]=[N:17]1)(=[O:13])=[O:12]. The catalyst class is: 10.